From a dataset of Forward reaction prediction with 1.9M reactions from USPTO patents (1976-2016). Predict the product of the given reaction. (1) Given the reactants Cl[CH2:2][C:3]([C:8]1([Cl:11])[CH2:10][CH2:9]1)([OH:7])[CH2:4][CH:5]=[CH2:6].[Br-].[CH3:13][S+](C)(C)=O.C(O)COCCO.[OH-].[K+], predict the reaction product. The product is: [Cl:11][C:8]1([C:3]2([CH2:4][CH2:5][CH:6]=[CH2:13])[CH2:2][O:7]2)[CH2:10][CH2:9]1. (2) Given the reactants [Cl:1][C:2]1[C:3]([CH:32]=C)=[C:4]([CH:15]=[C:16]([CH2:20][C:21]2[CH:26]=[CH:25][C:24]([N:27]3[CH:31]=[CH:30][CH:29]=[N:28]3)=[CH:23][CH:22]=2)[C:17]=1[O:18][CH3:19])[C:5]([NH:7][C@@H:8]1[CH2:13][CH2:12][CH2:11][CH2:10][C@H:9]1[OH:14])=[O:6].CC(C)=[O:36].C(#N)C.I([O-])(=O)(=O)=O.[Na+], predict the reaction product. The product is: [Cl:1][C:2]1[C:17]([O:18][CH3:19])=[C:16]([CH2:20][C:21]2[CH:22]=[CH:23][C:24]([N:27]3[CH:31]=[CH:30][CH:29]=[N:28]3)=[CH:25][CH:26]=2)[CH:15]=[C:4]2[C:3]=1[CH:32]([OH:36])[N:7]([C@@H:8]1[CH2:13][CH2:12][CH2:11][CH2:10][C@H:9]1[OH:14])[C:5]2=[O:6]. (3) Given the reactants [C:1]([O:5][C:6]([N:8]1[CH2:13][CH2:12][CH:11](C2C3C(=CC=CC=3)NC=2)[CH2:10][CH2:9]1)=[O:7])([CH3:4])([CH3:3])[CH3:2].[H-].[Na+].C(OC(=O)C)(=O)C, predict the reaction product. The product is: [C:1]([O:5][C:6]([N:8]1[CH2:13][CH2:12][CH2:11][CH2:10][CH2:9]1)=[O:7])([CH3:4])([CH3:2])[CH3:3]. (4) Given the reactants O[C:2]1[CH:11]=[C:10]2[C:5]([CH2:6][CH2:7][CH:8]([C:13](=[O:19])[C:14]([O:16][CH2:17][CH3:18])=[O:15])[C:9]2=[O:12])=[CH:4][CH:3]=1.[C:20]([NH:23]C1C=C2C(=CC=1)C(=O)CCC2)(=[O:22])[CH3:21], predict the reaction product. The product is: [C:20]([NH:23][C:3]1[CH:4]=[C:5]2[C:10](=[CH:11][CH:2]=1)[C:9](=[O:12])[CH:8]([C:13](=[O:19])[C:14]([O:16][CH2:17][CH3:18])=[O:15])[CH2:7][CH2:6]2)(=[O:22])[CH3:21]. (5) Given the reactants [CH3:1][C:2]1[CH:3]=[CH:4][C:5]([CH3:8])=[CH:6][CH:7]=1.[C:9]1(=O)[O:13][CH2:12][CH2:11][CH2:10]1, predict the reaction product. The product is: [CH3:1][C:2]1[CH:7]=[CH:6][C:5]([CH3:8])=[C:4]2[C:3]=1[CH2:9][CH2:10][CH2:11][C:12]2=[O:13].